The task is: Predict the reaction yield, written as a fraction of the theoretical maximum amount of product (1.0 means a 100% yield; for example, 0.34 means a 34% yield).. This data is from Reaction yield outcomes from USPTO patents with 853,638 reactions. The reactants are OS(O)(=O)=O.[H-].[H-].[H-].[H-].[Li+].[Al+3].[Br:12][C:13]1[CH:14]=[C:15]([CH2:19][C:20]#[N:21])[CH:16]=[CH:17][CH:18]=1. The catalyst is C1COCC1. The product is [Br:12][C:13]1[CH:14]=[C:15]([CH2:19][CH2:20][NH2:21])[CH:16]=[CH:17][CH:18]=1. The yield is 0.981.